The task is: Predict the reaction yield, written as a fraction of the theoretical maximum amount of product (1.0 means a 100% yield; for example, 0.34 means a 34% yield).. This data is from Reaction yield outcomes from USPTO patents with 853,638 reactions. (1) The reactants are [CH2:1]([C:3]1[N:4]=[C:5]([CH2:32][CH2:33][CH3:34])[N:6]([CH2:17][C:18]2[CH:23]=[CH:22][C:21]([C:24]3[C:25]([C:30]#[N:31])=[CH:26][CH:27]=[CH:28][CH:29]=3)=[CH:20][CH:19]=2)[C:7](=[O:16])[C:8]=1[C:9]1[CH:14]=[CH:13][C:12]([OH:15])=[CH:11][CH:10]=1)[CH3:2].I[CH2:36][C:37]([CH3:40])([CH3:39])[CH3:38].C(=O)([O-])[O-].[Cs+].[Cs+].CN(C)C=O. The catalyst is C(OCC)(=O)C. The product is [CH3:36][C:37]([CH3:40])([CH3:39])[CH2:38][O:15][C:12]1[CH:11]=[CH:10][C:9]([C:8]2[C:7](=[O:16])[N:6]([CH2:17][C:18]3[CH:23]=[CH:22][C:21]([C:24]4[C:25]([C:30]#[N:31])=[CH:26][CH:27]=[CH:28][CH:29]=4)=[CH:20][CH:19]=3)[C:5]([CH2:32][CH2:33][CH3:34])=[N:4][C:3]=2[CH2:1][CH3:2])=[CH:14][CH:13]=1. The yield is 0.620. (2) The reactants are [NH2:1][C:2]1[CH:7]=[CH:6][C:5]([Br:8])=[CH:4][N:3]=1.Cl[CH2:10][C:11]([CH2:13][C:14](=O)[CH3:15])=[O:12]. The catalyst is C(O)CC. The product is [Br:8][C:5]1[CH:6]=[CH:7][C:2]2[N:3]([C:13]([C:11](=[O:12])[CH3:10])=[C:14]([CH3:15])[N:1]=2)[CH:4]=1. The yield is 0.210. (3) The reactants are [CH3:1][C:2]1[C:10]([CH3:19])([CH2:11][CH2:12][CH2:13][CH2:14][S:15]([OH:18])(=[O:17])=[O:16])[C:9]2[C:4](=[CH:5][CH:6]=[C:7]([S:20]([OH:23])(=[O:22])=[O:21])[CH:8]=2)[N+:3]=1[CH2:24][CH2:25][CH2:26][CH2:27][S:28]([OH:31])(=[O:30])=[O:29].Cl.[C:33]1([NH:39][CH:40]=[CH:41][CH:42]=[CH:43][CH:44]=NC2C=CC=CC=2)[CH:38]=[CH:37][CH:36]=[CH:35][CH:34]=1. The catalyst is C(OC(=O)C)(=O)C.C(O)(=O)C. The product is [NH:39]([CH:40]=[CH:41][CH:42]=[CH:43][CH:44]=[CH:1][C:2]1[C:10]([CH3:19])([CH2:11][CH2:12][CH2:13][CH2:14][S:15]([OH:18])(=[O:16])=[O:17])[C:9]2[C:4](=[CH:5][CH:6]=[C:7]([S:20]([OH:23])(=[O:22])=[O:21])[CH:8]=2)[N+:3]=1[CH2:24][CH2:25][CH2:26][CH2:27][S:28]([O-:31])(=[O:29])=[O:30])[C:33]1[CH:38]=[CH:37][CH:36]=[CH:35][CH:34]=1. The yield is 0.560.